From a dataset of Forward reaction prediction with 1.9M reactions from USPTO patents (1976-2016). Predict the product of the given reaction. Given the reactants [CH2:1]([O:3][C:4](=[O:16])[CH2:5][N:6]1[C:14]2[C:9](=[CH:10][CH:11]=[C:12]([OH:15])[CH:13]=2)[CH:8]=[CH:7]1)[CH3:2].[CH3:17][N:18]1[C:22]([CH2:23]O)=[C:21]([CH3:25])[C:20]([C:26]2[CH:31]=[CH:30][C:29]([C:32]([F:35])([F:34])[F:33])=[CH:28][CH:27]=2)=[N:19]1.CN(C)C(N=NC(N(C)C)=O)=O.C(P(CCCC)CCCC)CCC, predict the reaction product. The product is: [CH2:1]([O:3][C:4](=[O:16])[CH2:5][N:6]1[C:14]2[C:9](=[CH:10][CH:11]=[C:12]([O:15][CH2:23][C:22]3[N:18]([CH3:17])[N:19]=[C:20]([C:26]4[CH:31]=[CH:30][C:29]([C:32]([F:35])([F:34])[F:33])=[CH:28][CH:27]=4)[C:21]=3[CH3:25])[CH:13]=2)[CH:8]=[CH:7]1)[CH3:2].